Task: Predict the reactants needed to synthesize the given product.. Dataset: Full USPTO retrosynthesis dataset with 1.9M reactions from patents (1976-2016) (1) Given the product [CH2:1]([C@H:3]1[C@@H:7]([C:8]2[N:12]3[C:13]4[CH:19]=[CH:18][NH:17][C:14]=4[N:15]=[CH:16][C:11]3=[N:10][N:9]=2)[CH2:6][C@@H:5]([CH2:20][CH2:21][CH2:22][C:23]#[N:25])[CH2:4]1)[CH3:2], predict the reactants needed to synthesize it. The reactants are: [CH2:1]([CH:3]1[CH:7]([C:8]2[N:12]3[C:13]4[CH:19]=[CH:18][NH:17][C:14]=4[N:15]=[CH:16][C:11]3=[N:10][N:9]=2)[CH2:6][CH:5]([CH2:20][CH2:21][CH2:22][C:23]([NH2:25])=O)[CH2:4]1)[CH3:2].C(OC(C(F)(F)F)=O)(C(F)(F)F)=O. (2) Given the product [N:3]1([CH2:17][C@@H:18]2[CH2:20][C@H:19]2[C:21]([O:23][CH2:24][CH3:25])=[O:22])[C:11]2[C:6](=[CH:7][CH:8]=[CH:9][CH:10]=2)[CH:5]=[CH:4]1, predict the reactants needed to synthesize it. The reactants are: [H-].[Na+].[NH:3]1[C:11]2[C:6](=[CH:7][CH:8]=[CH:9][CH:10]=2)[CH:5]=[CH:4]1.CS(O[CH2:17][CH:18]1[CH2:20][CH:19]1[C:21]([O:23][CH2:24][CH3:25])=[O:22])(=O)=O.O. (3) Given the product [CH:1]1[C:13]2[N:12]([C:14]3[CH:15]=[C:16]([NH:17][C:26]4[C:27]5[C:32]([CH:33]=[C:34]6[C:25]=4[CH:24]=[CH:23][CH:22]=[CH:21]6)=[CH:31][CH:30]=[CH:29][CH:28]=5)[CH:18]=[CH:19][CH:20]=3)[C:11]3[C:6](=[CH:7][CH:8]=[CH:9][CH:10]=3)[C:5]=2[CH:4]=[CH:3][CH:2]=1, predict the reactants needed to synthesize it. The reactants are: [CH:1]1[C:13]2[N:12]([C:14]3[CH:15]=[C:16]([CH:18]=[CH:19][CH:20]=3)[NH2:17])[C:11]3[C:6](=[CH:7][CH:8]=[CH:9][CH:10]=3)[C:5]=2[CH:4]=[CH:3][CH:2]=1.[CH:21]1[C:34]2[C:25](=[CH:26][C:27]3[C:32]([CH:33]=2)=[CH:31][CH:30]=[CH:29][CH:28]=3)[CH:24]=[CH:23][CH:22]=1.C(O[Na])(C)(C)C. (4) Given the product [CH3:19][C@H:20]([NH:27][C:2]1[N:7]=[C:6]([CH2:8][CH2:9][C:10]2[C:18]3[C:13](=[CH:14][CH:15]=[CH:16][CH:17]=3)[NH:12][CH:11]=2)[CH:5]=[CH:4][N:3]=1)[C:21]1[CH:26]=[CH:25][CH:24]=[CH:23][CH:22]=1, predict the reactants needed to synthesize it. The reactants are: Cl[C:2]1[N:7]=[C:6]([CH2:8][CH2:9][C:10]2[C:18]3[C:13](=[CH:14][CH:15]=[CH:16][CH:17]=3)[NH:12][CH:11]=2)[CH:5]=[CH:4][N:3]=1.[CH3:19][C@H:20]([NH2:27])[C:21]1[CH:26]=[CH:25][CH:24]=[CH:23][CH:22]=1.